Dataset: Forward reaction prediction with 1.9M reactions from USPTO patents (1976-2016). Task: Predict the product of the given reaction. Given the reactants [CH2:1]([C:8]1[N:12]([CH:13]([CH:23]2[CH2:28][CH2:27][CH2:26][CH2:25][CH2:24]2)[C:14]([NH:16][CH:17]2[CH2:22]C[CH2:20][CH2:19][CH2:18]2)=[O:15])[C:11]2[CH:29]=[C:30]([Cl:34])[C:31]([F:33])=[CH:32][C:10]=2[N:9]=1)[C:2]1[CH:7]=[CH:6][CH:5]=[CH:4][CH:3]=1.C1([CH:41]=[O:42])CCCCC1.C1C(C=O)=CC2[O:51][CH2:52][O:53]C=2C=1.[Cl:54]C1C=C(CC(O)=O)C=CC=1.COC(C(O)=O)C1C=CC=CC=1.C1([N+]#[C-])CCCCC1.C1([N+]#[C-])CCCC1, predict the reaction product. The product is: [Cl:54][C:28]1[C:23]([CH:13]([N:12]2[C:11]3[CH:29]=[C:30]([Cl:34])[C:31]([F:33])=[CH:32][C:10]=3[N:9]=[C:8]2[CH:1]([O:42][CH3:41])[C:2]2[CH:3]=[CH:4][CH:5]=[CH:6][CH:7]=2)[C:14]([NH:16][CH:17]2[CH2:18][CH2:19][CH2:20][CH2:22]2)=[O:15])=[CH:24][C:25]2[O:53][CH2:52][O:51][C:26]=2[CH:27]=1.